Dataset: CYP2D6 inhibition data for predicting drug metabolism from PubChem BioAssay. Task: Regression/Classification. Given a drug SMILES string, predict its absorption, distribution, metabolism, or excretion properties. Task type varies by dataset: regression for continuous measurements (e.g., permeability, clearance, half-life) or binary classification for categorical outcomes (e.g., BBB penetration, CYP inhibition). Dataset: cyp2d6_veith. (1) The drug is Cc1nn(-c2ccc(F)cc2)c(Cl)c1/C=C(\CCC(=O)O)c1nc2ccccc2s1. The result is 0 (non-inhibitor). (2) The result is 0 (non-inhibitor). The drug is O=C(Oc1ccccc1)N1CCC2(CC1)CN(c1ncccn1)C2. (3) The compound is O=C(NCCF)[C@H]1C[C@@H]1[C@H](NP(=O)(c1ccccc1)c1ccccc1)c1ccccc1. The result is 0 (non-inhibitor). (4) The compound is N#Cc1cccc(-c2cc(NCc3ccccc3)ncn2)c1. The result is 0 (non-inhibitor).